Dataset: Full USPTO retrosynthesis dataset with 1.9M reactions from patents (1976-2016). Task: Predict the reactants needed to synthesize the given product. (1) Given the product [C:23]([O:27][C:28]([NH:30][C@@H:31]1[CH2:36][CH2:35][CH2:34][N:33]([C:37]2[N:54]([CH2:55][C:56]3[CH:61]=[CH:60][CH:59]=[CH:58][C:57]=3[Cl:62])[C:40]3[C:41](=[O:53])[N:42]([CH3:52])[C:43]4[CH:44]=[C:45]([C:49]([O:51][CH2:5][CH3:6])=[O:50])[CH:46]=[CH:47][C:48]=4[C:39]=3[N:38]=2)[CH2:32]1)=[O:29])([CH3:26])([CH3:24])[CH3:25], predict the reactants needed to synthesize it. The reactants are: ON1[C:6]2C=CC=C[C:5]=2N=N1.Cl.C(N=C=NCCCN(C)C)C.[C:23]([O:27][C:28]([NH:30][C@@H:31]1[CH2:36][CH2:35][CH2:34][N:33]([C:37]2[N:54]([CH2:55][C:56]3[CH:61]=[CH:60][CH:59]=[CH:58][C:57]=3[Cl:62])[C:40]3[C:41](=[O:53])[N:42]([CH3:52])[C:43]4[CH:44]=[C:45]([C:49]([OH:51])=[O:50])[CH:46]=[CH:47][C:48]=4[C:39]=3[N:38]=2)[CH2:32]1)=[O:29])([CH3:26])([CH3:25])[CH3:24].[Cl-].[NH4+]. (2) Given the product [CH3:1][C:2]1([CH3:10])[CH2:3][C:4](=[O:9])[C:5]2[C:17]([C:16]([OH:21])=[O:15])=[CH:18][O:8][C:6]=2[CH2:7]1, predict the reactants needed to synthesize it. The reactants are: [CH3:1][C:2]1([CH3:10])[CH2:7][C:6](=[O:8])[CH2:5][C:4](=[O:9])[CH2:3]1.[OH-].[K+].C([O:15][C:16](=[O:21])[C:17](=O)[CH2:18]Br)C.[OH-].[Na+].Cl.